Task: Predict the product of the given reaction.. Dataset: Forward reaction prediction with 1.9M reactions from USPTO patents (1976-2016) (1) Given the reactants Cl.Cl.[CH3:3][C:4]1[N:9]=[CH:8][N:7]=[C:6]([N:10]2[CH2:15][CH2:14][CH:13]([NH2:16])[CH2:12][CH2:11]2)[CH:5]=1.[OH-].[Na+], predict the reaction product. The product is: [CH3:3][C:4]1[N:9]=[CH:8][N:7]=[C:6]([N:10]2[CH2:15][CH2:14][CH:13]([NH2:16])[CH2:12][CH2:11]2)[CH:5]=1. (2) Given the reactants [CH3:1][C:2]1[CH:3]=[C:4]([CH:23]=[C:24]([CH3:26])[CH:25]=1)[O:5][C:6]1[CH:13]=[CH:12][C:9]([C:10]#[N:11])=[CH:8][C:7]=1[S:14]([N:17]1[CH2:22][CH2:21][NH:20][CH2:19][CH2:18]1)(=[O:16])=[O:15].[C:27](Cl)(=[O:30])[CH2:28][CH3:29].C(N(CC)CC)C, predict the reaction product. The product is: [CH3:26][C:24]1[CH:23]=[C:4]([CH:3]=[C:2]([CH3:1])[CH:25]=1)[O:5][C:6]1[CH:13]=[CH:12][C:9]([C:10]#[N:11])=[CH:8][C:7]=1[S:14]([N:17]1[CH2:22][CH2:21][N:20]([C:27](=[O:30])[CH2:28][CH3:29])[CH2:19][CH2:18]1)(=[O:16])=[O:15].